Predict the reactants needed to synthesize the given product. From a dataset of Full USPTO retrosynthesis dataset with 1.9M reactions from patents (1976-2016). (1) Given the product [CH3:33][O:32][C:25]1[CH:26]=[C:27]([O:30][CH3:31])[CH:28]=[CH:29][C:24]=1[CH2:23][N:8]1[C:9](=[O:22])[C@@H:10]([NH:11][C:12](=[O:13])[O:14][CH2:15][C:16]2[CH:17]=[CH:18][CH:19]=[CH:20][CH:21]=2)[C@H:7]1[CH2:6][NH:37][CH2:36][CH2:34][OH:35], predict the reactants needed to synthesize it. The reactants are: CS(O[CH2:6][C@@H:7]1[C@H:10]([NH:11][C:12]([O:14][CH2:15][C:16]2[CH:21]=[CH:20][CH:19]=[CH:18][CH:17]=2)=[O:13])[C:9](=[O:22])[N:8]1[CH2:23][C:24]1[CH:29]=[CH:28][C:27]([O:30][CH3:31])=[CH:26][C:25]=1[O:32][CH3:33])(=O)=O.[CH2:34]([CH2:36][NH2:37])[OH:35].CCN(C(C)C)C(C)C. (2) The reactants are: [NH2:1][C:2]1[N:7]=[C:6]([CH3:8])[C:5]([C:9]#[N:10])=[CH:4][CH:3]=1.C1C(=O)N([I:18])C(=O)C1.CN(C)C=O. Given the product [NH2:1][C:2]1[N:7]=[C:6]([CH3:8])[C:5]([C:9]#[N:10])=[CH:4][C:3]=1[I:18], predict the reactants needed to synthesize it.